Dataset: NCI-60 drug combinations with 297,098 pairs across 59 cell lines. Task: Regression. Given two drug SMILES strings and cell line genomic features, predict the synergy score measuring deviation from expected non-interaction effect. Drug 1: CC1=C(C=C(C=C1)NC2=NC=CC(=N2)N(C)C3=CC4=NN(C(=C4C=C3)C)C)S(=O)(=O)N.Cl. Drug 2: CC1C(C(CC(O1)OC2CC(CC3=C2C(=C4C(=C3O)C(=O)C5=C(C4=O)C(=CC=C5)OC)O)(C(=O)C)O)N)O.Cl. Cell line: A498. Synergy scores: CSS=32.4, Synergy_ZIP=3.79, Synergy_Bliss=11.2, Synergy_Loewe=-14.6, Synergy_HSA=8.10.